Predict the reactants needed to synthesize the given product. From a dataset of Full USPTO retrosynthesis dataset with 1.9M reactions from patents (1976-2016). (1) Given the product [CH3:44][O:43][CH2:42][CH2:41][CH2:40][CH2:39][N:1]1[C:5]2[CH:6]=[CH:7][CH:8]=[CH:9][C:4]=2[N:3]=[C:2]1[C:10]([N:12]([CH2:30][CH:31]([CH3:33])[CH3:32])[C@@H:13]1[CH2:18][N:17]([C:19]([O:21][C:22]([CH3:23])([CH3:24])[CH3:25])=[O:20])[CH2:16][C@H:15]([C:26]([O:28][CH3:29])=[O:27])[CH2:14]1)=[O:11], predict the reactants needed to synthesize it. The reactants are: [NH:1]1[C:5]2[CH:6]=[CH:7][CH:8]=[CH:9][C:4]=2[N:3]=[C:2]1[C:10]([N:12]([CH2:30][CH:31]([CH3:33])[CH3:32])[C@@H:13]1[CH2:18][N:17]([C:19]([O:21][C:22]([CH3:25])([CH3:24])[CH3:23])=[O:20])[CH2:16][C@H:15]([C:26]([O:28][CH3:29])=[O:27])[CH2:14]1)=[O:11].CS(O[CH2:39][CH2:40][CH2:41][CH2:42][O:43][CH3:44])(=O)=O.C(=O)([O-])[O-].[Cs+].[Cs+]. (2) Given the product [Si:1]([O:8][C@H:9]([CH3:37])[C@@H:10]([NH:26][C:27]1[CH:32]=[CH:31][C:30]([C:33]#[N:34])=[C:29]([Cl:35])[C:28]=1[CH3:36])[C:11]1[O:25][C:15]([C:16]2[CH:17]=[CH:18][C:19]([N+:22]([O-:24])=[O:23])=[CH:20][CH:21]=2)=[N:14][N:13]=1)([C:4]([CH3:7])([CH3:5])[CH3:6])([CH3:3])[CH3:2], predict the reactants needed to synthesize it. The reactants are: [Si:1]([O:8][C@H:9]([CH3:37])[C@@H:10]([NH:26][C:27]1[CH:32]=[CH:31][C:30]([C:33]#[N:34])=[C:29]([Cl:35])[C:28]=1[CH3:36])[C:11]([NH:13][NH:14][C:15](=[O:25])[C:16]1[CH:21]=[CH:20][C:19]([N+:22]([O-:24])=[O:23])=[CH:18][CH:17]=1)=O)([C:4]([CH3:7])([CH3:6])[CH3:5])([CH3:3])[CH3:2].C1C=CC(P(C2C=CC=CC=2)C2C=CC=CC=2)=CC=1.II.CCN(CC)CC.